Predict which catalyst facilitates the given reaction. From a dataset of Catalyst prediction with 721,799 reactions and 888 catalyst types from USPTO. (1) Reactant: C(O[C:4](=[O:17])[C:5]([NH:7][C:8]1[CH:13]=[CH:12][C:11]([N+:14]([O-:16])=[O:15])=[CH:10][CH:9]=1)=[O:6])C.C(N(CC)CC)C.[NH2:25][C:26]1[CH:31]=[C:30]([CH3:32])[CH:29]=[C:28]([CH3:33])[N:27]=1. Product: [CH3:32][C:30]1[CH:29]=[C:28]([CH3:33])[N:27]=[C:26]([NH:25][C:4](=[O:17])[C:5]([NH:7][C:8]2[CH:9]=[CH:10][C:11]([N+:14]([O-:16])=[O:15])=[CH:12][CH:13]=2)=[O:6])[CH:31]=1. The catalyst class is: 11. (2) Reactant: [CH3:1][N:2]1[C:6]([CH3:7])=[C:5]([CH:8]=O)[CH:4]=[N:3]1.C[Si](Cl)(C)C.[NH2:15][C:16]1[CH:17]=[C:18]([C:23]2[CH:24]=[C:25]3[CH:32]=[CH:31][N:30](C(OC(C)(C)C)=O)[C:26]3=[N:27][C:28]=2[CH3:29])[CH:19]=[N:20][C:21]=1[Cl:22].C(O[BH-](OC(=O)C)OC(=O)C)(=O)C.[Na+]. Product: [Cl:22][C:21]1[N:20]=[CH:19][C:18]([C:23]2[CH:24]=[C:25]3[CH:32]=[CH:31][NH:30][C:26]3=[N:27][C:28]=2[CH3:29])=[CH:17][C:16]=1[NH:15][CH2:8][C:5]1[CH:4]=[N:3][N:2]([CH3:1])[C:6]=1[CH3:7]. The catalyst class is: 559. (3) Reactant: [Br:1][C:2]1[CH:3]=[C:4]([Cl:11])[C:5]([C:8]([OH:10])=[O:9])=[N:6][CH:7]=1.C(OC(O[C:15]([CH3:18])([CH3:17])[CH3:16])=O)(O[C:15]([CH3:18])([CH3:17])[CH3:16])=O. Product: [Br:1][C:2]1[CH:3]=[C:4]([Cl:11])[C:5]([C:8]([O:10][C:15]([CH3:18])([CH3:17])[CH3:16])=[O:9])=[N:6][CH:7]=1. The catalyst class is: 527. (4) Reactant: [N+:1]([C:4]1[CH:8]=[CH:7][NH:6][N:5]=1)([O-:3])=[O:2].[H-].[Na+].[CH2:11]([S:13](Cl)(=[O:15])=[O:14])[CH3:12]. Product: [CH2:11]([S:13]([N:6]1[CH:7]=[CH:8][C:4]([N+:1]([O-:3])=[O:2])=[N:5]1)(=[O:15])=[O:14])[CH3:12]. The catalyst class is: 42. (5) Reactant: [OH:1][CH2:2][CH2:3][C:4]1[C:12]2[C:7](=[C:8]([OH:13])[CH:9]=[CH:10][CH:11]=2)[NH:6][CH:5]=1.[CH3:14][C@@:15]1(S([O-])(=O)=O)C=CC(C)=C(CC=O)[CH:16]1[N:25]1[CH2:30][CH2:29][O:28][CH2:27][CH2:26]1.C(=O)([O-])[O-:36].[K+].[K+].O. Product: [CH3:14][C@H:15]([O:13][C:8]1[CH:9]=[CH:10][CH:11]=[C:12]2[C:7]=1[NH:6][CH:5]=[C:4]2[CH2:3][CH2:2][OH:1])[C:16]([N:25]1[CH2:30][CH2:29][O:28][CH2:27][CH2:26]1)=[O:36]. The catalyst class is: 9.